Dataset: Peptide-MHC class I binding affinity with 185,985 pairs from IEDB/IMGT. Task: Regression. Given a peptide amino acid sequence and an MHC pseudo amino acid sequence, predict their binding affinity value. This is MHC class I binding data. (1) The peptide sequence is AAPGAATAFV. The MHC is Mamu-A01 with pseudo-sequence Mamu-A01. The binding affinity (normalized) is 0.673. (2) The peptide sequence is RRRTPKKAK. The MHC is Mamu-B08 with pseudo-sequence Mamu-B08. The binding affinity (normalized) is 0.334. (3) The peptide sequence is VPGSETMCY. The MHC is HLA-A26:01 with pseudo-sequence HLA-A26:01. The binding affinity (normalized) is 0. (4) The peptide sequence is AFEDLRVSSF. The MHC is HLA-A30:02 with pseudo-sequence HLA-A30:02. The binding affinity (normalized) is 0. (5) The peptide sequence is VCLALTNSMK. The MHC is HLA-A03:01 with pseudo-sequence HLA-A03:01. The binding affinity (normalized) is 0.654. (6) The peptide sequence is TPSVKVCIV. The MHC is HLA-A02:16 with pseudo-sequence HLA-A02:16. The binding affinity (normalized) is 0.0847.